Dataset: Drug-target binding data from BindingDB using IC50 measurements. Task: Regression. Given a target protein amino acid sequence and a drug SMILES string, predict the binding affinity score between them. We predict pIC50 (pIC50 = -log10(IC50 in M); higher means more potent). Dataset: bindingdb_ic50. The drug is CC(C)(C)NCCCNC(=O)c1cccc(I)c1. The target protein (Q12888) has sequence MDPTGSQLDSDFSQQDTPCLIIEDSQPESQVLEDDSGSHFSMLSRHLPNLQTHKENPVLDVVSNPEQTAGEERGDGNSGFNEHLKENKVADPVDSSNLDTCGSISQVIEQLPQPNRTSSVLGMSVESAPAVEEEKGEELEQKEKEKEEDTSGNTTHSLGAEDTASSQLGFGVLELSQSQDVEENTVPYEVDKEQLQSVTTNSGYTRLSDVDANTAIKHEEQSNEDIPIAEQSSKDIPVTAQPSKDVHVVKEQNPPPARSEDMPFSPKASVAAMEAKEQLSAQELMESGLQIQKSPEPEVLSTQEDLFDQSNKTVSSDGCSTPSREEGGCSLASTPATTLHLLQLSGQRSLVQDSLSTNSSDLVAPSPDAFRSTPFIVPSSPTEQEGRQDKPMDTSVLSEEGGEPFQKKLQSGEPVELENPPLLPESTVSPQASTPISQSTPVFPPGSLPIPSQPQFSHDIFIPSPSLEEQSNDGKKDGDMHSSSLTVECSKTSEIEPKNS.... The pIC50 is 4.9.